The task is: Regression. Given two drug SMILES strings and cell line genomic features, predict the synergy score measuring deviation from expected non-interaction effect.. This data is from NCI-60 drug combinations with 297,098 pairs across 59 cell lines. (1) Drug 1: CCN(CC)CCNC(=O)C1=C(NC(=C1C)C=C2C3=C(C=CC(=C3)F)NC2=O)C. Drug 2: CN1C2=C(C=C(C=C2)N(CCCl)CCCl)N=C1CCCC(=O)O.Cl. Cell line: NCI/ADR-RES. Synergy scores: CSS=-0.817, Synergy_ZIP=-0.990, Synergy_Bliss=-4.56, Synergy_Loewe=-3.77, Synergy_HSA=-3.96. (2) Drug 1: CN(C)N=NC1=C(NC=N1)C(=O)N. Drug 2: CC=C1C(=O)NC(C(=O)OC2CC(=O)NC(C(=O)NC(CSSCCC=C2)C(=O)N1)C(C)C)C(C)C. Cell line: NCI-H226. Synergy scores: CSS=59.9, Synergy_ZIP=2.24, Synergy_Bliss=6.10, Synergy_Loewe=-66.5, Synergy_HSA=4.66. (3) Drug 1: C1=CC(=CC=C1CCC2=CNC3=C2C(=O)NC(=N3)N)C(=O)NC(CCC(=O)O)C(=O)O. Drug 2: CCC(=C(C1=CC=CC=C1)C2=CC=C(C=C2)OCCN(C)C)C3=CC=CC=C3.C(C(=O)O)C(CC(=O)O)(C(=O)O)O. Cell line: DU-145. Synergy scores: CSS=12.9, Synergy_ZIP=-5.33, Synergy_Bliss=-1.09, Synergy_Loewe=-9.70, Synergy_HSA=-1.91. (4) Drug 1: C1=NC2=C(N=C(N=C2N1C3C(C(C(O3)CO)O)F)Cl)N. Drug 2: CC12CCC3C(C1CCC2O)C(CC4=C3C=CC(=C4)O)CCCCCCCCCS(=O)CCCC(C(F)(F)F)(F)F. Cell line: TK-10. Synergy scores: CSS=-9.98, Synergy_ZIP=3.04, Synergy_Bliss=-0.607, Synergy_Loewe=-6.92, Synergy_HSA=-6.35.